From a dataset of Forward reaction prediction with 1.9M reactions from USPTO patents (1976-2016). Predict the product of the given reaction. (1) Given the reactants [Cl:1][C:2]1[CH:3]=[C:4]([NH:9][C:10]2[C:19]3[C:14](=[CH:15][C:16]([O:22][CH:23]4[CH2:37][C@@H:26]5[CH2:27][N:28](C(OC(C)(C)C)=O)[CH2:29][C@@H:25]5[CH2:24]4)=[C:17]([O:20][CH3:21])[CH:18]=3)[N:13]=[CH:12][N:11]=2)[CH:5]=[CH:6][C:7]=1[Cl:8].Cl, predict the reaction product. The product is: [ClH:1].[Cl:1][C:2]1[CH:3]=[C:4]([NH:9][C:10]2[C:19]3[C:14](=[CH:15][C:16]([O:22][CH:23]4[CH2:37][C@@H:26]5[CH2:27][NH:28][CH2:29][C@@H:25]5[CH2:24]4)=[C:17]([O:20][CH3:21])[CH:18]=3)[N:13]=[CH:12][N:11]=2)[CH:5]=[CH:6][C:7]=1[Cl:8]. (2) Given the reactants C([O-])([O-])=O.[K+].[K+].[CH:7]([C:9]1[CH:10]=[C:11](B(O)O)[CH:12]=[CH:13][CH:14]=1)=[O:8].[CH2:18](Br)[C:19]1[CH:24]=[CH:23][CH:22]=[CH:21][CH:20]=1, predict the reaction product. The product is: [CH2:18]([C:11]1[CH:10]=[C:9]([CH:14]=[CH:13][CH:12]=1)[CH:7]=[O:8])[C:19]1[CH:24]=[CH:23][CH:22]=[CH:21][CH:20]=1. (3) Given the reactants [CH3:1][S:2]([C:5]1[CH:10]=[CH:9][C:8]([S:11]([N:14]2[C:18]([C:19]3[CH:24]=[CH:23][CH:22]=[CH:21][CH:20]=3)=[CH:17][C:16]([CH:25]=O)=[CH:15]2)(=[O:13])=[O:12])=[CH:7][CH:6]=1)(=[O:4])=[O:3].CO.[CH3:29][NH2:30].[BH4-].[Na+].[ClH:33].C(=O)([O-])O.[Na+], predict the reaction product. The product is: [ClH:33].[CH3:29][NH:30][CH2:25][C:16]1[CH:17]=[C:18]([C:19]2[CH:24]=[CH:23][CH:22]=[CH:21][CH:20]=2)[N:14]([S:11]([C:8]2[CH:9]=[CH:10][C:5]([S:2]([CH3:1])(=[O:4])=[O:3])=[CH:6][CH:7]=2)(=[O:13])=[O:12])[CH:15]=1.